From a dataset of Full USPTO retrosynthesis dataset with 1.9M reactions from patents (1976-2016). Predict the reactants needed to synthesize the given product. (1) Given the product [CH2:9]([NH:11][C:12](=[O:13])[O-:14])[CH3:10].[CH3:15][C:16]1[C:17]([Br:8])=[CH:18][C:19]2[CH:20]([CH3:28])[CH:21]3[CH2:25][NH:24][CH2:23][CH:22]3[C:26]=2[CH:27]=1, predict the reactants needed to synthesize it. The reactants are: C1C(=O)N([Br:8])C(=O)C1.[CH2:9]([NH:11][C:12](=[O:14])[O-:13])[CH3:10].[CH3:15][C:16]1[CH:17]=[CH:18][C:19]2[CH:20]([CH3:28])[CH:21]3[CH2:25][NH:24][CH2:23][CH:22]3[C:26]=2[CH:27]=1. (2) Given the product [CH2:14]([O:13][C:11]([C:7]1[NH:8][C:9]2[C:5]([CH:6]=1)=[CH:4][CH:3]=[C:2]([B:16]1[O:20][C:19]([CH3:22])([CH3:21])[C:18]([CH3:24])([CH3:23])[O:17]1)[CH:10]=2)=[O:12])[CH3:15], predict the reactants needed to synthesize it. The reactants are: Br[C:2]1[CH:10]=[C:9]2[C:5]([CH:6]=[C:7]([C:11]([O:13][CH2:14][CH3:15])=[O:12])[NH:8]2)=[CH:4][CH:3]=1.[B:16]1([B:16]2[O:20][C:19]([CH3:22])([CH3:21])[C:18]([CH3:24])([CH3:23])[O:17]2)[O:20][C:19]([CH3:22])([CH3:21])[C:18]([CH3:24])([CH3:23])[O:17]1.CC([O-])=O.[K+].N#N. (3) Given the product [C:22]1([C:21]2([C:3]#[N:10])[CH2:12][CH2:13][O:14][CH2:15][CH2:20]2)[CH:18]=[CH:26][CH:25]=[CH:24][CH:23]=1, predict the reactants needed to synthesize it. The reactants are: [H-].[Na+].[C:3](#[N:10])C1C=CC=CC=1.Br[CH2:12][CH2:13][O:14][CH2:15]CBr.[CH3:18]O.[CH3:20][CH2:21][CH2:22][CH2:23][CH2:24][CH2:25][CH3:26]. (4) Given the product [CH3:27][S:17]([C:14]1[CH:15]=[CH:16][C:11]([C:7]2[S:6][C:5]([NH2:4])=[N:9][C:8]=2[CH3:10])=[CH:12][CH:13]=1)(=[O:19])=[O:18], predict the reactants needed to synthesize it. The reactants are: C([NH:4][C:5]1[S:6][C:7]([C:11]2[CH:16]=[CH:15][C:14]([S:17](Cl)(=[O:19])=[O:18])=[CH:13][CH:12]=2)=[C:8]([CH3:10])[N:9]=1)(=O)C.S([O-])([O-])=O.[Na+].[Na+].[C:27](=O)([O-])O.[Na+].BrCC(O)=O.[OH-].[Na+]. (5) Given the product [C:8](/[C:10](/[C:15]1[S:16][CH:17]=[CH:18][CH:19]=1)=[CH:1]/[C:2]([Cl:4])=[O:3])#[N:9], predict the reactants needed to synthesize it. The reactants are: [C:1](Cl)(=O)[C:2]([Cl:4])=[O:3].[K+].[C:8](/[C:10](/[C:15]1[S:16][CH:17]=[CH:18][CH:19]=1)=C/C([O-])=O)#[N:9]. (6) Given the product [N:1]1([CH:7]2[CH2:30][N:29]([CH2:31][CH2:32][CH2:33][CH2:34][CH2:35][CH2:36][C:37]([OH:39])=[O:38])[C:10]3=[N:11][C:12]([C:22]4[CH:27]=[CH:26][C:25]([CH3:28])=[CH:24][CH:23]=4)=[C:13]([C:15]4[CH:16]=[CH:17][C:18]([CH3:21])=[CH:19][CH:20]=4)[N:14]=[C:9]3[CH2:8]2)[CH2:2][CH2:3][CH2:4][CH2:5][CH2:6]1, predict the reactants needed to synthesize it. The reactants are: [N:1]1([CH:7]2[CH2:30][N:29]([CH2:31][CH2:32][CH2:33][CH2:34][CH2:35][CH2:36][C:37]([O:39]CC)=[O:38])[C:10]3=[N:11][C:12]([C:22]4[CH:27]=[CH:26][C:25]([CH3:28])=[CH:24][CH:23]=4)=[C:13]([C:15]4[CH:20]=[CH:19][C:18]([CH3:21])=[CH:17][CH:16]=4)[N:14]=[C:9]3[CH2:8]2)[CH2:6][CH2:5][CH2:4][CH2:3][CH2:2]1.[OH-].[Na+].O.C(O)(=O)CC(CC(O)=O)(C(O)=O)O.